Dataset: Peptide-MHC class I binding affinity with 185,985 pairs from IEDB/IMGT. Task: Regression. Given a peptide amino acid sequence and an MHC pseudo amino acid sequence, predict their binding affinity value. This is MHC class I binding data. The peptide sequence is YPKIFEDQL. The MHC is H-2-Kb with pseudo-sequence H-2-Kb. The binding affinity (normalized) is 0.